This data is from Catalyst prediction with 721,799 reactions and 888 catalyst types from USPTO. The task is: Predict which catalyst facilitates the given reaction. (1) Reactant: CS([Cl:5])(=O)=O.O[CH:7]([C:28]1[CH:33]=[CH:32][CH:31]=[CH:30][CH:29]=1)[CH2:8][CH2:9][N:10]1[CH2:15][CH2:14][CH:13]([CH2:16][CH2:17][S:18]([C:21]2[CH:26]=[CH:25][C:24]([F:27])=[CH:23][CH:22]=2)(=[O:20])=[O:19])[CH2:12][CH2:11]1.C(N(CC)CC)C. Product: [Cl:5][CH:7]([C:28]1[CH:33]=[CH:32][CH:31]=[CH:30][CH:29]=1)[CH2:8][CH2:9][N:10]1[CH2:15][CH2:14][CH:13]([CH2:16][CH2:17][S:18]([C:21]2[CH:26]=[CH:25][C:24]([F:27])=[CH:23][CH:22]=2)(=[O:20])=[O:19])[CH2:12][CH2:11]1. The catalyst class is: 4. (2) Reactant: Br[CH2:2][C:3]([C:5]1[CH:10]=[CH:9][CH:8]=[CH:7][C:6]=1[F:11])=O.[NH2:12][C:13]([CH:15]1[CH2:20][CH2:19][N:18]([C:21]([O:23][C:24]([CH3:27])([CH3:26])[CH3:25])=[O:22])[CH2:17][CH2:16]1)=[S:14].C(=O)([O-])[O-].[K+].[K+].O. Product: [F:11][C:6]1[CH:7]=[CH:8][CH:9]=[CH:10][C:5]=1[C:3]1[N:12]=[C:13]([CH:15]2[CH2:20][CH2:19][N:18]([C:21]([O:23][C:24]([CH3:27])([CH3:26])[CH3:25])=[O:22])[CH2:17][CH2:16]2)[S:14][CH:2]=1. The catalyst class is: 9. (3) Reactant: CCN(S(F)(F)[F:7])CC.[F:10][C:11]1[CH:16]=[CH:15][C:14]([N:17]2[C@H:22]([CH2:23]O)[CH2:21][N:20]3[N:25]=[C:26]([CH2:28][O:29][C:30]4[CH:35]=[CH:34][CH:33]=[CH:32][CH:31]=4)[CH:27]=[C:19]3[C:18]2=[O:36])=[CH:13][CH:12]=1. Product: [F:7][CH2:23][C@@H:22]1[CH2:21][N:20]2[N:25]=[C:26]([CH2:28][O:29][C:30]3[CH:35]=[CH:34][CH:33]=[CH:32][CH:31]=3)[CH:27]=[C:19]2[C:18](=[O:36])[N:17]1[C:14]1[CH:13]=[CH:12][C:11]([F:10])=[CH:16][CH:15]=1. The catalyst class is: 2. (4) Reactant: C([N:4]1[CH2:9][CH2:8][N:7]([C:10]2[CH:15]=[CH:14][C:13]([C:16]3[NH:25][C:24](=[O:26])[C:23]4[C:18](=[CH:19][C:20]([O:29][CH3:30])=[CH:21][C:22]=4[O:27][CH3:28])[N:17]=3)=[CH:12][CH:11]=2)[CH2:6][CH:5]1[CH3:31])(=O)C.[OH-].[Na+]. Product: [CH3:28][O:27][C:22]1[CH:21]=[C:20]([O:29][CH3:30])[CH:19]=[C:18]2[C:23]=1[C:24](=[O:26])[NH:25][C:16]([C:13]1[CH:14]=[CH:15][C:10]([N:7]3[CH2:8][CH2:9][NH:4][CH:5]([CH3:31])[CH2:6]3)=[CH:11][CH:12]=1)=[N:17]2. The catalyst class is: 33. (5) Reactant: C([O:8][CH2:9][CH2:10][C:11]1[N:12]=[C:13]([C:19]2[CH:24]=[CH:23][CH:22]=[CH:21][CH:20]=2)[O:14][C:15]=1[CH2:16][CH2:17][CH3:18])C1C=CC=CC=1. Product: [C:19]1([C:13]2[O:14][C:15]([CH2:16][CH2:17][CH3:18])=[C:11]([CH2:10][CH2:9][OH:8])[N:12]=2)[CH:20]=[CH:21][CH:22]=[CH:23][CH:24]=1. The catalyst class is: 833. (6) Reactant: CC([O-])(C)C.[K+].[C:7]([CH2:9][C:10]([NH2:12])=[O:11])#[N:8].[CH3:13][C:14](=O)[CH:15]=[CH:16][CH2:17][CH3:18].O=O.Cl. Product: [CH2:17]([C:16]1[CH:15]=[C:14]([CH3:13])[NH:12][C:10](=[O:11])[C:9]=1[C:7]#[N:8])[CH3:18]. The catalyst class is: 58.